Dataset: Full USPTO retrosynthesis dataset with 1.9M reactions from patents (1976-2016). Task: Predict the reactants needed to synthesize the given product. (1) Given the product [F:1][C:2]1[CH:3]=[N:4][C:5]([NH:11][C:12]2[CH:17]=[CH:16][C:15]([F:18])=[CH:14][CH:13]=2)=[C:6]([CH:10]=1)[C:7]([NH:20][C:21]([CH3:26])([CH2:24][CH3:25])[C:22]#[CH:23])=[O:9], predict the reactants needed to synthesize it. The reactants are: [F:1][C:2]1[CH:3]=[N:4][C:5]([NH:11][C:12]2[CH:17]=[CH:16][C:15]([F:18])=[CH:14][CH:13]=2)=[C:6]([CH:10]=1)[C:7]([OH:9])=O.Cl.[NH2:20][C:21]([CH3:26])([CH2:24][CH3:25])[C:22]#[CH:23].C1C=CC2N(O)N=NC=2C=1.CCN=C=NCCCN(C)C.CCN(C(C)C)C(C)C. (2) Given the product [Br:3][C:4]1[CH:9]=[C:8]([Cl:10])[CH:7]=[CH:6][C:5]=1[CH2:11][CH2:1][NH2:2], predict the reactants needed to synthesize it. The reactants are: [CH3:1][NH2:2].[Br:3][C:4]1[CH:9]=[C:8]([Cl:10])[CH:7]=[CH:6][C:5]=1[CH2:11]Br. (3) Given the product [CH3:28][C:26]1[N:27]=[C:19]([C:17]([O:16][CH3:15])=[O:18])[CH:20]=[C:21]([C:22](=[O:23])[NH:12][CH:10]([C:6]2[CH:7]=[CH:8][CH:9]=[C:4]([O:3][C:2]([F:13])([F:14])[F:1])[CH:5]=2)[CH3:11])[CH:25]=1, predict the reactants needed to synthesize it. The reactants are: [F:1][C:2]([F:14])([F:13])[O:3][C:4]1[CH:5]=[C:6]([CH:10]([NH2:12])[CH3:11])[CH:7]=[CH:8][CH:9]=1.[CH3:15][O:16][C:17]([C:19]1[CH:20]=[C:21]([CH:25]=[C:26]([CH3:28])[N:27]=1)[C:22](O)=[O:23])=[O:18]. (4) Given the product [NH2:1][C:2]([C@H:4]1[CH2:8][CH2:7][C@@H:6]([C:9]2[CH:14]=[CH:13][C:12]([O:15][CH2:24][C:25]3[CH:30]=[CH:29][CH:28]=[CH:27][C:26]=3[F:31])=[CH:11][CH:10]=2)[N:5]1[C:16]([O:18][C:19]([CH3:22])([CH3:21])[CH3:20])=[O:17])=[O:3], predict the reactants needed to synthesize it. The reactants are: [NH2:1][C:2]([C@H:4]1[CH2:8][CH2:7][C@@H:6]([C:9]2[CH:14]=[CH:13][C:12]([OH:15])=[CH:11][CH:10]=2)[N:5]1[C:16]([O:18][C:19]([CH3:22])([CH3:21])[CH3:20])=[O:17])=[O:3].Br[CH2:24][C:25]1[CH:30]=[CH:29][CH:28]=[CH:27][C:26]=1[F:31]. (5) Given the product [NH2:8][CH2:7][C:4]1([OH:9])[CH2:5][CH2:6][CH2:1][CH2:2][CH2:3]1, predict the reactants needed to synthesize it. The reactants are: [CH2:1]1[CH2:6][CH2:5][C:4]([OH:9])([C:7]#[N:8])[CH2:3][CH2:2]1.[H-].[H-].[H-].[H-].[Li+].[Al+3].[OH-].[Na+].C(C(C(C([O-])=O)O)O)([O-])=O.[K+].[Na+].